From a dataset of Catalyst prediction with 721,799 reactions and 888 catalyst types from USPTO. Predict which catalyst facilitates the given reaction. (1) Reactant: N1C=CC=CC=1.CS(Cl)(=O)=O.[Cl:12][C:13]1[S:17][C:16]([C:18]2[N:19]=[C:20]([NH:27][C:28]3[CH:33]=[CH:32][C:31]([CH2:34][C:35]([OH:37])=[O:36])=[CH:30][C:29]=3[CH2:38][C:39](O)=[O:40])[C:21]3[CH2:26][CH2:25][CH2:24][C:22]=3[N:23]=2)=[CH:15][CH:14]=1. Product: [Cl:12][C:13]1[S:17][C:16]([C:18]2[N:19]=[C:20]([N:27]3[C:28]4[C:29](=[CH:30][C:31]([CH2:34][C:35]([OH:37])=[O:36])=[CH:32][CH:33]=4)[CH2:38][C:39]3=[O:40])[C:21]3[CH2:26][CH2:25][CH2:24][C:22]=3[N:23]=2)=[CH:15][CH:14]=1. The catalyst class is: 26. (2) Reactant: [CH2:1]([O:5][C:6]1[C:11]([CH2:12][NH:13][C:14](=[O:35])[NH:15][C:16]2[CH:34]=[CH:33][C:19]([CH2:20][NH:21][S:22]([NH:25]C(=O)OC(C)(C)C)(=[O:24])=[O:23])=[CH:18][CH:17]=2)=[CH:10][CH:9]=[C:8]([C:36]([F:39])([F:38])[F:37])[N:7]=1)[CH2:2][CH2:3][CH3:4].C(=O)(O)[O-].[Na+]. Product: [CH2:1]([O:5][C:6]1[C:11]([CH2:12][NH:13][C:14]([NH:15][C:16]2[CH:34]=[CH:33][C:19]([CH2:20][NH:21][S:22](=[O:23])(=[O:24])[NH2:25])=[CH:18][CH:17]=2)=[O:35])=[CH:10][CH:9]=[C:8]([C:36]([F:39])([F:38])[F:37])[N:7]=1)[CH2:2][CH2:3][CH3:4]. The catalyst class is: 4. (3) Reactant: [CH3:1][C:2]1([CH3:18])[CH2:6][CH2:5][CH2:4][C@H:3]1[C:7]1[CH:8]=[C:9]([CH:14]=[CH:15][C:16]=1[OH:17])[C:10]([O:12][CH3:13])=[O:11].C(Cl)Cl.C1(N([S:29]([C:32]([F:35])([F:34])[F:33])(=[O:31])=[O:30])[S:29]([C:32]([F:35])([F:34])[F:33])(=[O:31])=[O:30])C=CC=CC=1. Product: [CH3:1][C:2]1([CH3:18])[CH2:6][CH2:5][CH2:4][C@H:3]1[C:7]1[CH:8]=[C:9]([CH:14]=[CH:15][C:16]=1[O:17][S:29]([C:32]([F:35])([F:34])[F:33])(=[O:31])=[O:30])[C:10]([O:12][CH3:13])=[O:11]. The catalyst class is: 142. (4) Reactant: [C:1]([O:5][C:6]([NH:8][CH2:9][CH2:10][CH2:11][O:12][C:13]1[CH:18]=[CH:17][C:16](=[O:19])[N:15]([CH2:20][C:21]2[CH:22]=[C:23]([CH:27]=[CH:28][CH:29]=2)[C:24](O)=[O:25])[N:14]=1)=[O:7])([CH3:4])([CH3:3])[CH3:2].[CH3:30][O:31][C:32]([C:34]1[C:38]([NH2:39])=[CH:37][N:36]([CH3:40])[N:35]=1)=[O:33].C(N(C(C)C)C(C)C)C.O=C1N(P(Cl)(N2CCOC2=O)=O)CCO1. Product: [CH3:30][O:31][C:32]([C:34]1[C:38]([NH:39][C:24](=[O:25])[C:23]2[CH:27]=[CH:28][CH:29]=[C:21]([CH2:20][N:15]3[C:16](=[O:19])[CH:17]=[CH:18][C:13]([O:12][CH2:11][CH2:10][CH2:9][NH:8][C:6]([O:5][C:1]([CH3:3])([CH3:2])[CH3:4])=[O:7])=[N:14]3)[CH:22]=2)=[CH:37][N:36]([CH3:40])[N:35]=1)=[O:33]. The catalyst class is: 124. (5) Reactant: Cl.[CH2:2]([O:4][C:5](=[O:8])[CH2:6][NH2:7])[CH3:3].[BH3-]C#N.[Na+].[CH:13](=O)[C:14]1[CH:19]=[CH:18][C:17]([O:20][CH3:21])=[CH:16][CH:15]=1. Product: [CH2:2]([O:4][C:5](=[O:8])[CH2:6][NH:7][CH2:13][C:14]1[CH:19]=[CH:18][C:17]([O:20][CH3:21])=[CH:16][CH:15]=1)[CH3:3]. The catalyst class is: 5. (6) Reactant: [N+:1]([O-:4])(O)=[O:2].[CH3:5][C:6]1[C:15]2[C:10](=[CH:11][C:12]([CH3:16])=[CH:13][CH:14]=2)[CH:9]=[CH:8][CH:7]=1. Product: [CH3:5][C:6]1[C:15]2[C:10](=[CH:11][C:12]([CH3:16])=[CH:13][CH:14]=2)[C:9]([N+:1]([O-:4])=[O:2])=[CH:8][CH:7]=1. The catalyst class is: 6. (7) Reactant: [C:1]([O:5][C:6]([N:8]1[CH2:12][CH2:11][CH2:10][CH:9]1[C:13](=[O:23])[NH:14][C:15]1[CH:20]=[CH:19][C:18](Br)=[CH:17][C:16]=1[CH3:22])=[O:7])([CH3:4])([CH3:3])[CH3:2].[CH3:24][S:25][C:26]1[CH:31]=[CH:30][CH:29]=[CH:28][C:27]=1B(O)O.C([O-])([O-])=O.[Na+].[Na+]. Product: [C:1]([O:5][C:6]([N:8]1[CH2:12][CH2:11][CH2:10][CH:9]1[C:13](=[O:23])[NH:14][C:15]1[CH:20]=[CH:19][C:18]([C:27]2[CH:28]=[CH:29][CH:30]=[CH:31][C:26]=2[S:25][CH3:24])=[CH:17][C:16]=1[CH3:22])=[O:7])([CH3:4])([CH3:3])[CH3:2]. The catalyst class is: 596.